From a dataset of Full USPTO retrosynthesis dataset with 1.9M reactions from patents (1976-2016). Predict the reactants needed to synthesize the given product. (1) Given the product [Cl:10][C:11]1[CH:16]=[CH:15][CH:14]=[CH:13][C:12]=1[CH2:17][N:18]1[C:19]([OH:39])=[C:20]([C:35]([NH:9][CH2:8][C:4]2[CH:5]=[CH:6][CH:7]=[C:2]([Cl:1])[CH:3]=2)=[O:36])[C:21]([OH:34])=[C:22]([C:25]([NH:27][CH2:28][C:29]([O-:31])=[O:30])=[O:26])[C:23]1=[O:24].[NH4+:9], predict the reactants needed to synthesize it. The reactants are: [Cl:1][C:2]1[CH:3]=[C:4]([CH2:8][NH2:9])[CH:5]=[CH:6][CH:7]=1.[Cl:10][C:11]1[CH:16]=[CH:15][CH:14]=[CH:13][C:12]=1[CH2:17][N:18]1[C:23](=[O:24])[C:22]([C:25]([NH:27][CH2:28][C:29]([O:31]CC)=[O:30])=[O:26])=[C:21]([OH:34])[C:20]([C:35](OC)=[O:36])=[C:19]1[OH:39]. (2) Given the product [NH2:20][C:21]1[S:22][C:23]2[C:28]([CH:29]([C:33]3[CH:38]=[CH:37][CH:36]=[C:35]([O:39][CH3:40])[CH:34]=3)[C:30]=1[C:31]#[N:32])=[CH:27][CH:26]=[C:25]([O:41][CH3:42])[CH:24]=2, predict the reactants needed to synthesize it. The reactants are: NC1NC2C(C(C3C=CC=CC=3)C=1C#N)=CC=CC=2.[NH:20]=[C:21]1[C:30]([C:31]#[N:32])=[C:29]([C:33]2[CH:38]=[CH:37][CH:36]=[C:35]([O:39][CH3:40])[CH:34]=2)[C:28]2[C:23](=[CH:24][C:25]([O:41][CH3:42])=[CH:26][CH:27]=2)[S:22]1.[BH4-].[Na+].Cl. (3) Given the product [F:1][C:2]1[CH:10]=[CH:9][C:5]([CH2:6][NH2:8])=[C:4]([S:11][CH3:12])[CH:3]=1, predict the reactants needed to synthesize it. The reactants are: [F:1][C:2]1[CH:10]=[CH:9][C:5]([C:6]([NH2:8])=O)=[C:4]([S:11][CH3:12])[CH:3]=1.[H-].[Al+3].[Li+].[H-].[H-].[H-]. (4) Given the product [S:1]1[C:5]2[CH:6]=[CH:7][C:8]([C:10]3[C:19]([N:20]4[CH2:24][CH2:23][CH2:22][C@@H:21]4[CH3:25])=[N:18][C:17]4[C:12](=[CH:13][CH:14]=[C:15]([C:26]([OH:28])=[O:27])[CH:16]=4)[N:11]=3)=[CH:9][C:4]=2[N:3]=[CH:2]1, predict the reactants needed to synthesize it. The reactants are: [S:1]1[C:5]2[CH:6]=[CH:7][C:8]([C:10]3[C:19]([N:20]4[CH2:24][CH2:23][CH2:22][C@@H:21]4[CH3:25])=[N:18][C:17]4[C:12](=[CH:13][CH:14]=[C:15]([C:26]([O:28]C)=[O:27])[CH:16]=4)[N:11]=3)=[CH:9][C:4]=2[N:3]=[CH:2]1.[OH-].[Na+].O. (5) Given the product [CH:8](=[N:1][CH:2]([CH2:4][CH2:5][CH2:6][CH3:7])[CH3:3])[C:9]1[CH:14]=[CH:13][CH:12]=[CH:11][CH:10]=1, predict the reactants needed to synthesize it. The reactants are: [NH2:1][CH:2]([CH2:4][CH2:5][CH2:6][CH3:7])[CH3:3].[CH:8](=O)[C:9]1[CH:14]=[CH:13][CH:12]=[CH:11][CH:10]=1. (6) Given the product [Br:10][C:11]1[CH:12]=[CH:13][C:14]([O:24][CH:4]2[CH2:5][CH2:6][O:1][CH2:2][CH2:3]2)=[C:15]([CH:18]=1)[C:16]#[N:17], predict the reactants needed to synthesize it. The reactants are: [O:1]1[CH2:6][CH2:5][CH2:4][CH2:3][CH:2]1O.[H-].[Na+].[Br:10][C:11]1[CH:12]=[CH:13][C:14](F)=[C:15]([CH:18]=1)[C:16]#[N:17].CN(C=[O:24])C. (7) Given the product [CH3:1][NH:27][C@@H:25]1[CH2:26][C@H:24]1[C:18]1[CH:23]=[CH:22][CH:21]=[CH:20][CH:19]=1, predict the reactants needed to synthesize it. The reactants are: [CH:1](OC(=O)C)=O.C(O)=O.C(OC(=O)C)(=O)C.Cl.[C:18]1([C@@H:24]2[CH2:26][C@H:25]2[NH2:27])[CH:23]=[CH:22][CH:21]=[CH:20][CH:19]=1.CN1CCOCC1.